This data is from Forward reaction prediction with 1.9M reactions from USPTO patents (1976-2016). The task is: Predict the product of the given reaction. (1) Given the reactants Br[C:2]1[CH:6]=[CH:5][S:4][C:3]=1[C:7]1[NH:11][CH:10]=[N:9][N:8]=1.O1CCCC1.[Li]CCCC.[Cl:22][C:23]1[CH:34]=[CH:33][C:26]([C:27](N(OC)C)=[O:28])=[CH:25][CH:24]=1.[Cl-].[NH4+].O, predict the reaction product. The product is: [Cl:22][C:23]1[CH:34]=[CH:33][C:26]([C:27]([C:2]2[CH:6]=[CH:5][S:4][C:3]=2[C:7]2[NH:11][CH:10]=[N:9][N:8]=2)=[O:28])=[CH:25][CH:24]=1. (2) Given the reactants [Cl:1][C:2]1[CH:7]=[C:6]([O:8][C:9]2[C:18]3[C:13](=[CH:14][C:15]([OH:21])=[C:16]([O:19][CH3:20])[CH:17]=3)[N:12]=[CH:11][CH:10]=2)[CH:5]=[CH:4][C:3]=1[NH:22][C:23]([NH:25][CH2:26][CH2:27][CH3:28])=[O:24].C(=O)([O-])[O-].[K+].[K+].Cl.Cl[CH2:37][C:38]1[CH:39]=[N:40][CH:41]=[CH:42][CH:43]=1.O, predict the reaction product. The product is: [Cl:1][C:2]1[CH:7]=[C:6]([O:8][C:9]2[C:18]3[C:13](=[CH:14][C:15]([O:21][CH2:37][C:38]4[CH:39]=[N:40][CH:41]=[CH:42][CH:43]=4)=[C:16]([O:19][CH3:20])[CH:17]=3)[N:12]=[CH:11][CH:10]=2)[CH:5]=[CH:4][C:3]=1[NH:22][C:23]([NH:25][CH2:26][CH2:27][CH3:28])=[O:24]. (3) Given the reactants C[Al](C)C.CO[C:7]([CH:9]1[CH2:14][S:13][CH2:12][CH:11]([C:15]2[CH:20]=[CH:19][C:18]([O:21][CH3:22])=[C:17]([O:23][CH3:24])[CH:16]=2)[NH:10]1)=[O:8].[Cl:25][C:26]1[CH:32]=[CH:31][C:29]([NH2:30])=[CH:28][C:27]=1[O:33][CH3:34], predict the reaction product. The product is: [Cl:25][C:26]1[CH:32]=[CH:31][C:29]([NH:30][C:7]([CH:9]2[CH2:14][S:13][CH2:12][CH:11]([C:15]3[CH:20]=[CH:19][C:18]([O:21][CH3:22])=[C:17]([O:23][CH3:24])[CH:16]=3)[NH:10]2)=[O:8])=[CH:28][C:27]=1[O:33][CH3:34]. (4) The product is: [N:34]1([C:32]2[N:33]=[C:28]([CH2:27][OH:26])[CH:29]=[CH:30][CH:31]=2)[CH2:35][CH2:36][O:37][CH2:38][CH2:39]1. Given the reactants [F-].C([N+](CCCC)(CCCC)CCCC)CCC.[Si]([O:26][CH2:27][C:28]1[N:33]=[C:32]([N:34]2[CH2:39][CH2:38][O:37][CH2:36][CH2:35]2)[CH:31]=[CH:30][CH:29]=1)(C(C)(C)C)(C)C.O, predict the reaction product.